From a dataset of Full USPTO retrosynthesis dataset with 1.9M reactions from patents (1976-2016). Predict the reactants needed to synthesize the given product. (1) Given the product [Cl:1][C:2]1[CH:7]=[CH:6][C:5]([N:8]2[C:12]([CH3:13])=[C:11]([C:14]([NH:16][C:17]3[CH:18]=[N:19][C:20]([N:26]4[CH2:27][CH2:28][C:29](=[O:30])[CH2:34][CH2:35]4)=[C:21]([CH:23]4[CH2:25][CH2:24]4)[CH:22]=3)=[O:15])[CH:10]=[N:9]2)=[CH:4][CH:3]=1, predict the reactants needed to synthesize it. The reactants are: [Cl:1][C:2]1[CH:7]=[CH:6][C:5]([N:8]2[C:12]([CH3:13])=[C:11]([C:14]([NH:16][C:17]3[CH:18]=[N:19][C:20]([N:26]4[CH2:35][CH2:34][C:29]5(OCC[O:30]5)[CH2:28][CH2:27]4)=[C:21]([CH:23]4[CH2:25][CH2:24]4)[CH:22]=3)=[O:15])[CH:10]=[N:9]2)=[CH:4][CH:3]=1.Cl.O.[OH-].[Na+]. (2) The reactants are: CC1(C)C(C)(C)OB([C:9]2[CH:18]=[C:17]3[C:12]([CH:13]=[CH:14][N:15]=[CH:16]3)=[CH:11][CH:10]=2)O1.Br[C:21]1[CH:26]=[CH:25][C:24]([S:27]([N:30]2[CH2:44][CH2:43][C:33]3([O:38][CH2:37][C:36](=[O:39])[N:35]([CH:40]4[CH2:42][CH2:41]4)[CH2:34]3)[CH2:32][CH2:31]2)(=[O:29])=[O:28])=[CH:23][CH:22]=1. Given the product [CH:40]1([N:35]2[CH2:34][C:33]3([CH2:43][CH2:44][N:30]([S:27]([C:24]4[CH:23]=[CH:22][C:21]([C:9]5[CH:18]=[C:17]6[C:12]([CH:13]=[CH:14][N:15]=[CH:16]6)=[CH:11][CH:10]=5)=[CH:26][CH:25]=4)(=[O:28])=[O:29])[CH2:31][CH2:32]3)[O:38][CH2:37][C:36]2=[O:39])[CH2:41][CH2:42]1, predict the reactants needed to synthesize it. (3) Given the product [C:3]([O:7][C:8](=[O:22])[N:9]([C@H:11]([C:17]1[O:18][CH:19]=[CH:20][CH:21]=1)[C@H:12]([CH3:16])[CH2:13][CH2:14][OH:15])[CH3:10])([CH3:4])([CH3:5])[CH3:6], predict the reactants needed to synthesize it. The reactants are: [BH4-].[Na+].[C:3]([O:7][C:8](=[O:22])[N:9]([C@H:11]([C:17]1[O:18][CH:19]=[CH:20][CH:21]=1)[C@H:12]([CH3:16])[CH2:13][CH:14]=[O:15])[CH3:10])([CH3:6])([CH3:5])[CH3:4].